Dataset: M1 muscarinic receptor agonist screen with 61,833 compounds. Task: Binary Classification. Given a drug SMILES string, predict its activity (active/inactive) in a high-throughput screening assay against a specified biological target. (1) The result is 0 (inactive). The compound is s1c2c(nc1NS(=O)(=O)C)CC(CC2=O)(C)C. (2) The drug is s1c(C(=O)NC2(NC(=O)N(CC(C)C)C2=O)C(F)(F)F)ccc1. The result is 0 (inactive). (3) The result is 0 (inactive). The molecule is S(c1n(c(nn1)c1c(occ1)C)CC=C)Cc1nc2c(nc1C)cccc2.